Dataset: Full USPTO retrosynthesis dataset with 1.9M reactions from patents (1976-2016). Task: Predict the reactants needed to synthesize the given product. (1) Given the product [Cl:35][C:36]1[CH:44]=[C:43]([CH:45]([NH:47][C:48]2[CH:53]=[C:52]([N:59]3[CH2:64][CH2:63][NH:62][CH2:61][CH2:60]3)[CH:51]=[CH:50][C:49]=2[S:55]([CH3:58])(=[O:57])=[O:56])[CH3:46])[C:39]2[O:40][CH2:41][O:42][C:38]=2[CH:37]=1, predict the reactants needed to synthesize it. The reactants are: ClC1C=C(C(N)C)C2OCOC=2C=1.FC1C=C(F)C=CC=1S(C)(=O)=O.C(N(C(C)C)CC)(C)C.[Cl:35][C:36]1[CH:44]=[C:43]([CH:45]([NH:47][C:48]2[CH:53]=[C:52](F)[CH:51]=[CH:50][C:49]=2[S:55]([CH3:58])(=[O:57])=[O:56])[CH3:46])[C:39]2[O:40][CH2:41][O:42][C:38]=2[CH:37]=1.[NH:59]1[CH2:64][CH2:63][NH:62][CH2:61][CH2:60]1. (2) Given the product [Cl:1][C:2]1[CH:7]=[CH:6][CH:5]=[CH:4][C:3]=1[C:8]([NH:10][C:11]([NH:16][C:15]1[CH:17]=[CH:18][C:19]([O:21][C:22]2[C:31]3[C:26](=[CH:27][C:28]([O:34][CH3:35])=[C:29]([O:32][CH3:33])[CH:30]=3)[N:25]=[CH:24][CH:23]=2)=[CH:20][C:14]=1[Cl:13])=[S:12])=[O:9], predict the reactants needed to synthesize it. The reactants are: [Cl:1][C:2]1[CH:7]=[CH:6][CH:5]=[CH:4][C:3]=1[C:8]([N:10]=[C:11]=[S:12])=[O:9].[Cl:13][C:14]1[CH:20]=[C:19]([O:21][C:22]2[C:31]3[C:26](=[CH:27][C:28]([O:34][CH3:35])=[C:29]([O:32][CH3:33])[CH:30]=3)[N:25]=[CH:24][CH:23]=2)[CH:18]=[CH:17][C:15]=1[NH2:16].C1(C)C=CC=CC=1. (3) The reactants are: [N:1]12[CH2:8][CH2:7][CH:4]([CH2:5][CH2:6]1)[C:3](=O)[CH2:2]2.C1(C)C=CC(S([CH2:19][N+:20]#[C-])(=O)=O)=CC=1.COCCOC.CC(C)([O-])C.[K+]. Given the product [N:1]12[CH2:8][CH2:7][CH:4]([CH2:5][CH2:6]1)[CH:3]([C:19]#[N:20])[CH2:2]2, predict the reactants needed to synthesize it. (4) The reactants are: F[P-](F)(F)(F)(F)F.N1(OC(N(C)C)=[N+](C)C)C2N=CC=CC=2N=N1.C(OC([NH:32][CH2:33][C:34]1([C:49]([OH:51])=O)[CH2:39][CH2:38][N:37]([C:40]2[C:41]3[CH:48]=[CH:47][NH:46][C:42]=3[N:43]=[CH:44][N:45]=2)[CH2:36][CH2:35]1)=O)(C)(C)C.C(N(CC)C(C)C)(C)C.[NH2:61][CH:62]([C:66]1[CH:71]=[CH:70][C:69]([Cl:72])=[CH:68][CH:67]=1)[CH2:63][CH2:64][OH:65].Cl. Given the product [NH2:32][CH2:33][C:34]1([C:49]([NH:61][CH:62]([C:66]2[CH:67]=[CH:68][C:69]([Cl:72])=[CH:70][CH:71]=2)[CH2:63][CH2:64][OH:65])=[O:51])[CH2:39][CH2:38][N:37]([C:40]2[C:41]3[CH:48]=[CH:47][NH:46][C:42]=3[N:43]=[CH:44][N:45]=2)[CH2:36][CH2:35]1, predict the reactants needed to synthesize it. (5) Given the product [F:9][C:2]([F:1])([F:8])[C:3](=[O:5])[CH2:13][C:14]([C:16]1[CH:21]=[CH:20][C:19]([F:22])=[CH:18][CH:17]=1)=[O:15], predict the reactants needed to synthesize it. The reactants are: [F:1][C:2]([F:9])([F:8])[C:3]([O:5]CC)=O.C[O-].[Na+].[CH3:13][C:14]([C:16]1[CH:21]=[CH:20][C:19]([F:22])=[CH:18][CH:17]=1)=[O:15]. (6) Given the product [OH:1][C:2]1[CH:7]=[C:6]([O:8][CH2:18][C:19]2[CH:24]=[CH:23][CH:22]=[CH:21][CH:20]=2)[CH:5]=[CH:4][C:3]=1[C:9](=[O:17])[CH2:10][C:11]1[CH:12]=[CH:13][CH:14]=[CH:15][CH:16]=1, predict the reactants needed to synthesize it. The reactants are: [OH:1][C:2]1[CH:7]=[C:6]([OH:8])[CH:5]=[CH:4][C:3]=1[C:9](=[O:17])[CH2:10][C:11]1[CH:16]=[CH:15][CH:14]=[CH:13][CH:12]=1.[CH2:18](O)[C:19]1[CH:24]=[CH:23][CH:22]=[CH:21][CH:20]=1.